Task: Predict the reactants needed to synthesize the given product.. Dataset: Full USPTO retrosynthesis dataset with 1.9M reactions from patents (1976-2016) (1) The reactants are: [Cl:1][C:2]1[CH:3]=[C:4]([C:19]2[CH:24]=[CH:23][C:22]([N+:25]([O-])=O)=[CH:21][CH:20]=2)[CH:5]=[CH:6][C:7]=1[C:8]([NH:10][C@H:11]([C:15]([O:17][CH3:18])=[O:16])[CH:12]([CH3:14])[CH3:13])=[O:9].Cl. Given the product [NH2:25][C:22]1[CH:23]=[CH:24][C:19]([C:4]2[CH:5]=[CH:6][C:7]([C:8]([NH:10][C@H:11]([C:15]([O:17][CH3:18])=[O:16])[CH:12]([CH3:13])[CH3:14])=[O:9])=[C:2]([Cl:1])[CH:3]=2)=[CH:20][CH:21]=1, predict the reactants needed to synthesize it. (2) Given the product [CH:34]1([C:32]2[NH:31][N:30]=[C:29]([NH:28][C:26]3[CH:25]=[CH:24][N:23]=[C:22]([NH:1][C:2]4[CH:3]=[CH:4][C:5]([NH:8][C:9](=[O:20])[C:10]5[CH:15]=[CH:14][CH:13]=[C:12]([C:16]([F:17])([F:18])[F:19])[CH:11]=5)=[CH:6][CH:7]=4)[N:27]=3)[CH:33]=2)[CH2:35][CH2:36][CH2:37][CH2:38]1, predict the reactants needed to synthesize it. The reactants are: [NH2:1][C:2]1[CH:7]=[CH:6][C:5]([NH:8][C:9](=[O:20])[C:10]2[CH:15]=[CH:14][CH:13]=[C:12]([C:16]([F:19])([F:18])[F:17])[CH:11]=2)=[CH:4][CH:3]=1.Cl[C:22]1[N:27]=[C:26]([NH:28][C:29]2[CH:33]=[C:32]([CH:34]3[CH2:38][CH2:37][CH2:36][CH2:35]3)[NH:31][N:30]=2)[CH:25]=[CH:24][N:23]=1.Cl. (3) The reactants are: [CH2:1]([O:5][CH2:6][CH2:7][O:8][C:9]1[CH:14]=[CH:13][C:12]([C:15]2[CH:20]=[CH:19][C:18]([N:21]([CH2:26][CH:27]([CH3:29])[CH3:28])[CH2:22][CH:23]([CH3:25])[CH3:24])=[C:17](/[CH:30]=[CH:31]/[C:32](O)=[O:33])[CH:16]=2)=[CH:11][CH:10]=1)[CH2:2][CH2:3][CH3:4].C(Cl)(=O)C(Cl)=O.[CH2:41]([N:44]1[C:48]([CH2:49][S@@:50]([C:52]2[CH:58]=[CH:57][C:55]([NH2:56])=[CH:54][CH:53]=2)=[O:51])=[CH:47][N:46]=[CH:45]1)[CH2:42][CH3:43].C(N(CC)CC)C. Given the product [CH2:1]([O:5][CH2:6][CH2:7][O:8][C:9]1[CH:14]=[CH:13][C:12]([C:15]2[CH:20]=[CH:19][C:18]([N:21]([CH2:22][CH:23]([CH3:24])[CH3:25])[CH2:26][CH:27]([CH3:29])[CH3:28])=[C:17](/[CH:30]=[CH:31]/[C:32]([NH:56][C:55]3[CH:54]=[CH:53][C:52]([S@:50]([CH2:49][C:48]4[N:44]([CH2:41][CH2:42][CH3:43])[CH:45]=[N:46][CH:47]=4)=[O:51])=[CH:58][CH:57]=3)=[O:33])[CH:16]=2)=[CH:11][CH:10]=1)[CH2:2][CH2:3][CH3:4], predict the reactants needed to synthesize it. (4) Given the product [ClH:29].[ClH:29].[CH2:1]([O:4][C:5]([C:7]1[CH:28]=[CH:27][C:10]2[N:11]([CH:14]3[CH2:19][CH2:18][NH:17][CH2:16][CH2:15]3)[N:12]=[N:13][C:9]=2[CH:8]=1)=[O:6])[CH:2]=[CH2:3], predict the reactants needed to synthesize it. The reactants are: [CH2:1]([O:4][C:5]([C:7]1[CH:28]=[CH:27][C:10]2[N:11]([CH:14]3[CH2:19][CH2:18][N:17](C(OC(C)(C)C)=O)[CH2:16][CH2:15]3)[N:12]=[N:13][C:9]=2[CH:8]=1)=[O:6])[CH:2]=[CH2:3].[ClH:29]. (5) Given the product [Br:19][C:18]1[CH:17]=[C:16]([F:20])[CH:15]=[C:14]([Br:21])[C:13]=1[NH:12][C:10]([NH2:9])=[S:11], predict the reactants needed to synthesize it. The reactants are: C([NH:9][C:10]([NH:12][C:13]1[C:18]([Br:19])=[CH:17][C:16]([F:20])=[CH:15][C:14]=1[Br:21])=[S:11])(=O)C1C=CC=CC=1.C[O-].[Na+]. (6) Given the product [Cl:1][C:2]1[CH:3]=[CH:4][C:5]2[N:11]3[CH:12]=[CH:13][CH:14]=[C:10]3[C@@H:9]([CH2:15][C:16]([NH:18][C:19]3[CH:28]=[CH:27][C:22]([C:23]([OH:25])=[O:24])=[CH:21][CH:20]=3)=[O:17])[O:8][C@H:7]([C:29]3[CH:34]=[CH:33][CH:32]=[C:31]([O:35][CH3:36])[C:30]=3[O:37][CH3:38])[C:6]=2[CH:39]=1, predict the reactants needed to synthesize it. The reactants are: [Cl:1][C:2]1[CH:3]=[CH:4][C:5]2[N:11]3[CH:12]=[CH:13][CH:14]=[C:10]3[C@@H:9]([CH2:15][C:16]([NH:18][C:19]3[CH:28]=[CH:27][C:22]([C:23]([O:25]C)=[O:24])=[CH:21][CH:20]=3)=[O:17])[O:8][C@H:7]([C:29]3[CH:34]=[CH:33][CH:32]=[C:31]([O:35][CH3:36])[C:30]=3[O:37][CH3:38])[C:6]=2[CH:39]=1.C(=O)([O-])[O-].[K+].[K+].Cl.C(OCC)(=O)C. (7) Given the product [OH:22][CH2:21][CH2:23][N:24]1[C:16](=[O:18])[C:7]2[C:8]3[CH2:13][CH2:12][N:11]([CH3:14])[CH2:10][C:9]=3[S:15][C:6]=2[N:5]=[CH:4]1, predict the reactants needed to synthesize it. The reactants are: C(O[CH:4]=[N:5][C:6]1[S:15][C:9]2[CH2:10][N:11]([CH3:14])[CH2:12][CH2:13][C:8]=2[C:7]=1[C:16]([O:18]CC)=O)C.[CH2:21]([CH2:23][NH2:24])[OH:22]. (8) Given the product [CH3:30][CH:31]1[C:39]2[C:34](=[CH:35][CH:36]=[CH:37][CH:38]=2)[N:33]([C:27]([C:23]2[N:24]=[CH:25][N:26]=[C:21]([NH:20][C:16]3[CH:17]=[C:18]4[C:13](=[CH:14][CH:15]=3)[CH2:12][C:4]3([C:5]5[C:6](=[N:7][CH:8]=[CH:9][CH:10]=5)[NH:11][C:3]3=[O:2])[CH2:19]4)[CH:22]=2)=[O:28])[CH2:32]1, predict the reactants needed to synthesize it. The reactants are: Cl.[O:2]=[C:3]1[NH:11][C:6]2=[N:7][CH:8]=[CH:9][CH:10]=[C:5]2[C:4]21[CH2:19][C:18]1[C:13](=[CH:14][CH:15]=[C:16]([NH:20][C:21]3[N:26]=[CH:25][N:24]=[C:23]([C:27](O)=[O:28])[CH:22]=3)[CH:17]=1)[CH2:12]2.[CH3:30][CH:31]1[C:39]2[C:34](=[CH:35][CH:36]=[CH:37][CH:38]=2)[NH:33][CH2:32]1.CCN(C(C)C)C(C)C.CN(C(ON1N=NC2C=CC=CC1=2)=[N+](C)C)C.[B-](F)(F)(F)F. (9) Given the product [C:38]([O:42][C:43](=[O:49])[NH:44][CH2:45][CH2:46][CH2:47][NH:1][CH:2]([C:6]1[N:15]([CH2:16][C:17]2[CH:22]=[CH:21][CH:20]=[CH:19][CH:18]=2)[C:14](=[O:23])[C:13]2[C:8](=[N:9][CH:10]=[CH:11][N:12]=2)[N:7]=1)[CH:3]([CH3:5])[CH3:4])([CH3:41])([CH3:40])[CH3:39], predict the reactants needed to synthesize it. The reactants are: [NH2:1][CH:2]([C:6]1[N:15]([CH2:16][C:17]2[CH:22]=[CH:21][CH:20]=[CH:19][CH:18]=2)[C:14](=[O:23])[C:13]2[C:8](=[N:9][CH:10]=[CH:11][N:12]=2)[N:7]=1)[CH:3]([CH3:5])[CH3:4].[BH-](OC(C)=O)(OC(C)=O)OC(C)=O.[Na+].[C:38]([O:42][C:43](=[O:49])[NH:44][CH2:45][CH2:46][CH:47]=O)([CH3:41])([CH3:40])[CH3:39].